This data is from Reaction yield outcomes from USPTO patents with 853,638 reactions. The task is: Predict the reaction yield, written as a fraction of the theoretical maximum amount of product (1.0 means a 100% yield; for example, 0.34 means a 34% yield). (1) The reactants are OS(O)(=O)=O.CCCC[N+](CCCC)(CCCC)CCCC.[F-:23].[Br:24][C:25]1[CH:26]=[C:27]([N+]([O-])=O)[C:28]([C:31]#[N:32])=[N:29][CH:30]=1. The catalyst is CN(C=O)C. The product is [Br:24][C:25]1[CH:26]=[C:27]([F:23])[C:28]([C:31]#[N:32])=[N:29][CH:30]=1. The yield is 0.590. (2) The yield is 0.310. The catalyst is C(#N)C. The product is [CH2:34]([N:36]([CH2:40][CH3:41])[C:37]([NH:8][CH2:9][CH2:10][C:11]1[CH:12]=[CH:13][CH:14]=[C:15]([C:17]2[S:18][C:19]3[CH:27]=[CH:26][CH:25]=[CH:24][C:20]=3[C:21](=[O:23])[N:22]=2)[N:16]=1)=[O:38])[CH3:35]. The reactants are FC(F)(F)C(O)=O.[NH2:8][CH2:9][CH2:10][C:11]1[N:16]=[C:15]([C:17]2[S:18][C:19]3[CH:27]=[CH:26][CH:25]=[CH:24][C:20]=3[C:21](=[O:23])[N:22]=2)[CH:14]=[CH:13][CH:12]=1.C(=O)([O-])[O-].[K+].[K+].[CH2:34]([N:36]([CH2:40][CH3:41])[C:37](Cl)=[O:38])[CH3:35]. (3) The reactants are [CH3:1][N:2]1[CH2:7][CH2:6][N:5]([C:8]2[CH:14]=[CH:13][C:11]([NH2:12])=[CH:10][CH:9]=2)[CH2:4][CH2:3]1.[C:15]([O:18][CH2:19][C:20]1[C:29]([Br:30])=[C:28]2[C:23]([CH:24]=[N:25][C:26](Cl)=[N:27]2)=[CH:22][CH:21]=1)(=[O:17])[CH3:16].C(O)(C(F)(F)F)=O. The catalyst is CCCCO. The product is [C:15]([O:18][CH2:19][C:20]1[C:29]([Br:30])=[C:28]2[C:23]([CH:24]=[N:25][C:26]([NH:12][C:11]3[CH:13]=[CH:14][C:8]([N:5]4[CH2:4][CH2:3][N:2]([CH3:1])[CH2:7][CH2:6]4)=[CH:9][CH:10]=3)=[N:27]2)=[CH:22][CH:21]=1)(=[O:17])[CH3:16]. The yield is 0.420. (4) The reactants are [Si:1]([O:8][CH2:9][CH2:10][CH2:11][N:12]1[C:21](=[O:22])[C:20]2[C:15](=[CH:16][CH:17]=[C:18]([O:23][C:24]([F:27])([F:26])[F:25])[CH:19]=2)[NH:14][C:13]1=[O:28])([C:4]([CH3:7])([CH3:6])[CH3:5])([CH3:3])[CH3:2].[C:29]([O-])([O-])=O.[K+].[K+].CI. The catalyst is CN(C=O)C.CC(=O)OCC.O. The product is [Si:1]([O:8][CH2:9][CH2:10][CH2:11][N:12]1[C:21](=[O:22])[C:20]2[C:15](=[CH:16][CH:17]=[C:18]([O:23][C:24]([F:26])([F:27])[F:25])[CH:19]=2)[N:14]([CH3:29])[C:13]1=[O:28])([C:4]([CH3:7])([CH3:5])[CH3:6])([CH3:3])[CH3:2]. The yield is 0.643. (5) The reactants are [CH3:17][N:16]([CH3:18])[C:14](=[O:15])[C:13]1[CH:19]=[CH:20][CH:21]=[CH:22][C:12]=1[S:11][S:11][C:12]1[CH:22]=[CH:21][CH:20]=[CH:19][C:13]=1[C:14]([N:16]([CH3:18])[CH3:17])=[O:15].S(Cl)(Cl)(=O)=O.[NH:30]1[C:38]2[C:33](=[CH:34][CH:35]=[CH:36][CH:37]=2)[CH:32]=[CH:31]1. The catalyst is ClCCCl.CN(C=O)C. The product is [NH:30]1[C:38]2[C:33](=[CH:34][CH:35]=[CH:36][CH:37]=2)[C:32]([S:11][C:12]2[CH:22]=[CH:21][CH:20]=[CH:19][C:13]=2[C:14]([N:16]([CH3:17])[CH3:18])=[O:15])=[CH:31]1. The yield is 0.260. (6) The reactants are [NH2:1][C:2]1[C:7]([O:8][C:9]2[CH:16]=[CH:15][C:12]([C:13]#[N:14])=[CH:11][CH:10]=2)=[CH:6][CH:5]=[CH:4][N:3]=1.[Br:17]Br.S(=O)(O)[O-].[Na+].C(OCC)(=O)C. The catalyst is C(O)(=O)C. The product is [NH2:1][C:2]1[C:7]([O:8][C:9]2[CH:16]=[CH:15][C:12]([C:13]#[N:14])=[CH:11][CH:10]=2)=[CH:6][C:5]([Br:17])=[CH:4][N:3]=1. The yield is 0.663. (7) The reactants are [Br:1][CH2:2][C:3]1[CH:12]=[CH:11][C:6]([C:7](OC)=[O:8])=[CH:5][CH:4]=1.CC(C[AlH]CC(C)C)C. The catalyst is C(Cl)Cl. The product is [Br:1][CH2:2][C:3]1[CH:12]=[CH:11][C:6]([CH2:7][OH:8])=[CH:5][CH:4]=1. The yield is 1.00. (8) The reactants are [CH2:1]([O:4][C:5]1[CH:13]=[C:12]([O:14][CH2:15][CH:16]=[CH2:17])[C:11]([CH:18]([C:20]#[CH:21])[CH3:19])=[CH:10][C:6]=1[C:7]([OH:9])=O)[CH:2]=[CH2:3].[N:22]1([CH2:28][C:29]2[CH:34]=[CH:33][C:32]([NH2:35])=[CH:31][CH:30]=2)[CH2:27][CH2:26][O:25][CH2:24][CH2:23]1.O.ON1C2C=CC=CC=2N=N1.Cl.C(N=C=NCCCN(C)C)C. The catalyst is CN(C)C=O.O. The product is [CH2:1]([O:4][C:5]1[CH:13]=[C:12]([O:14][CH2:15][CH:16]=[CH2:17])[C:11]([CH:18]([C:20]#[CH:21])[CH3:19])=[CH:10][C:6]=1[C:7]([NH:35][C:32]1[CH:31]=[CH:30][C:29]([CH2:28][N:22]2[CH2:23][CH2:24][O:25][CH2:26][CH2:27]2)=[CH:34][CH:33]=1)=[O:9])[CH:2]=[CH2:3]. The yield is 0.820. (9) The reactants are COP([CH2:7][C:8]1[S:16][C:15]2[C:14]([N:17]3[CH2:22][CH2:21][O:20][CH2:19][CH2:18]3)=[N:13][C:12]([Cl:23])=[N:11][C:10]=2[CH:9]=1)(=O)OC.[Li+].C[Si]([N-][Si](C)(C)C)(C)C.[C:34]([O:38][C:39]([N:41]1[CH2:44][C:43](=O)[CH2:42]1)=[O:40])([CH3:37])([CH3:36])[CH3:35]. The catalyst is C1COCC1. The product is [C:34]([O:38][C:39]([N:41]1[CH2:44][C:43](=[CH:7][C:8]2[S:16][C:15]3[C:14]([N:17]4[CH2:18][CH2:19][O:20][CH2:21][CH2:22]4)=[N:13][C:12]([Cl:23])=[N:11][C:10]=3[CH:9]=2)[CH2:42]1)=[O:40])([CH3:37])([CH3:35])[CH3:36]. The yield is 0.630.